Dataset: Peptide-MHC class II binding affinity with 134,281 pairs from IEDB. Task: Regression. Given a peptide amino acid sequence and an MHC pseudo amino acid sequence, predict their binding affinity value. This is MHC class II binding data. (1) The peptide sequence is GELQIVDKIDFAFKI. The MHC is DRB1_0101 with pseudo-sequence DRB1_0101. The binding affinity (normalized) is 0.396. (2) The peptide sequence is QEMIKYMTLVSAAER. The MHC is DRB1_0405 with pseudo-sequence DRB1_0405. The binding affinity (normalized) is 1.00. (3) The peptide sequence is TWQGGSGMASHIIYE. The MHC is HLA-DQA10401-DQB10402 with pseudo-sequence HLA-DQA10401-DQB10402. The binding affinity (normalized) is 0.255. (4) The peptide sequence is GRGGWCYYAAAQKEV. The MHC is HLA-DQA10102-DQB10501 with pseudo-sequence HLA-DQA10102-DQB10501. The binding affinity (normalized) is 0. (5) The peptide sequence is ILKGVINIWGSGLLQ. The MHC is DRB1_1101 with pseudo-sequence DRB1_1101. The binding affinity (normalized) is 0.435. (6) The peptide sequence is MRILVRGNSPAFNYN. The MHC is DRB1_0401 with pseudo-sequence DRB1_0401. The binding affinity (normalized) is 0.378. (7) The peptide sequence is ISPYNSQNAVASKIL. The binding affinity (normalized) is 0.130. The MHC is DRB1_0301 with pseudo-sequence DRB1_0301.